This data is from Forward reaction prediction with 1.9M reactions from USPTO patents (1976-2016). The task is: Predict the product of the given reaction. The product is: [CH2:1]([O:3][C:4]([C:6]1[CH:7]=[C:8]2[C:13](=[CH:14][CH:15]=1)[NH:12][CH:11]([C:16]1[CH:17]=[C:18]([F:23])[CH:19]=[C:20]([F:22])[CH:21]=1)[C:10]([CH3:24])([CH3:25])[CH2:9]2)=[O:5])[CH3:2]. Given the reactants [CH2:1]([O:3][C:4]([C:6]1[CH:7]=[C:8]2[C:13](=[CH:14][CH:15]=1)[NH:12][CH:11]([C:16]1[CH:21]=[C:20]([F:22])[CH:19]=[C:18]([F:23])[CH:17]=1)[C:10]([CH3:25])([CH3:24])[CH:9]2O)=[O:5])[CH3:2].FC(F)(F)C(O)=O, predict the reaction product.